This data is from Catalyst prediction with 721,799 reactions and 888 catalyst types from USPTO. The task is: Predict which catalyst facilitates the given reaction. (1) Reactant: [CH3:1][C:2]1[CH:7]=[C:6]([C:8]([F:11])([F:10])[F:9])[C:5]([N+:12]([O-:14])=[O:13])=[CH:4][C:3]=1[N+:15]([O-:17])=[O:16].C[C:19]([N:21]([CH3:23])[CH3:22])=O. Product: [N+:15]([C:3]1[CH:4]=[C:5]([N+:12]([O-:14])=[O:13])[C:6]([C:8]([F:10])([F:11])[F:9])=[CH:7][C:2]=1/[CH:1]=[CH:19]/[N:21]([CH3:23])[CH3:22])([O-:17])=[O:16]. The catalyst class is: 3. (2) Reactant: [C:1]([N:4]1[C:13]2[N:12]=[CH:11][C:10]([C:14]3[CH:22]=[N:21][CH:20]=[CH:19][C:15]=3[C:16]([OH:18])=[O:17])=[CH:9][C:8]=2[CH2:7][CH2:6][CH2:5]1)(=[O:3])[NH2:2].[CH3:23][Si](C=[N+]=[N-])(C)C. Product: [CH3:23][O:17][C:16](=[O:18])[C:15]1[CH:19]=[CH:20][N:21]=[CH:22][C:14]=1[C:10]1[CH:11]=[N:12][C:13]2[N:4]([C:1](=[O:3])[NH2:2])[CH2:5][CH2:6][CH2:7][C:8]=2[CH:9]=1. The catalyst class is: 224. (3) Reactant: [CH3:1][O:2][C:3](=[O:11])[C:4]1[CH:9]=[CH:8][C:7]([OH:10])=[CH:6][CH:5]=1.F[B-](F)(F)F.[H+].[Br:18]N1C(=O)CCC1=O. Product: [CH3:1][O:2][C:3](=[O:11])[C:4]1[CH:9]=[CH:8][C:7]([OH:10])=[C:6]([Br:18])[CH:5]=1. The catalyst class is: 10.